This data is from Forward reaction prediction with 1.9M reactions from USPTO patents (1976-2016). The task is: Predict the product of the given reaction. (1) The product is: [Br:1][C:2]1[C:18]([CH3:19])=[C:17]([B:37]2[O:41][C:40]([CH3:43])([CH3:42])[C:39]([CH3:45])([CH3:44])[O:38]2)[CH:16]=[CH:15][C:3]=1[O:4][Si:5]([CH:12]([CH3:14])[CH3:13])([CH:9]([CH3:11])[CH3:10])[CH:6]([CH3:8])[CH3:7]. Given the reactants [Br:1][C:2]1[C:18]([CH3:19])=[C:17](Br)[CH:16]=[CH:15][C:3]=1[O:4][Si:5]([CH:12]([CH3:14])[CH3:13])([CH:9]([CH3:11])[CH3:10])[CH:6]([CH3:8])[CH3:7].C(=O)=O.CC(C)=O.[Li]CCCC.C(O[B:37]1[O:41][C:40]([CH3:43])([CH3:42])[C:39]([CH3:45])([CH3:44])[O:38]1)(C)C, predict the reaction product. (2) The product is: [F:1][C:2]1[CH:7]=[CH:6][C:5]([CH3:8])=[CH:4][C:3]=1[NH:9][C:10](=[O:11])[C:12]1[CH:32]=[CH:31][CH:30]=[C:14]([O:15][C:16]2[CH:21]=[CH:20][N:19]=[C:18]([C:22]3[NH:26][CH:25]=[C:24]([C:27]([N:66]4[CH2:70][CH2:69][CH:68]([OH:71])[CH2:67]4)=[O:28])[CH:23]=3)[CH:17]=2)[CH:13]=1. Given the reactants [F:1][C:2]1[CH:7]=[CH:6][C:5]([CH3:8])=[CH:4][C:3]=1[NH:9][C:10]([C:12]1[CH:13]=[C:14]([CH:30]=[CH:31][CH:32]=1)[O:15][C:16]1[CH:21]=[CH:20][N:19]=[C:18]([C:22]2[NH:26][CH:25]=[C:24]([C:27](O)=[O:28])[CH:23]=2)[CH:17]=1)=[O:11].CN(C(ON1N=NC2C=CC=NC1=2)=[N+](C)C)C.F[P-](F)(F)(F)(F)F.C(N(CC)C(C)C)(C)C.[NH:66]1[CH2:70][CH2:69][C@H:68]([OH:71])[CH2:67]1, predict the reaction product. (3) Given the reactants [F:1][C:2]1[CH:3]=[C:4]([N+:9]([O-:11])=[O:10])[CH:5]=[CH:6][C:7]=1F.[NH:12]1[CH:16]=[CH:15][N:14]=[CH:13]1.C([O-])([O-])=O.[K+].[K+].O, predict the reaction product. The product is: [F:1][C:2]1[CH:3]=[C:4]([N+:9]([O-:11])=[O:10])[CH:5]=[CH:6][C:7]=1[N:12]1[CH:16]=[CH:15][N:14]=[CH:13]1. (4) Given the reactants [CH3:1][C:2]1[C:3]([N:7]=[C:8]=[S:9])=[CH:4][S:5][CH:6]=1.[F:10][C:11]1[C:12]([NH2:21])=[C:13]([NH2:20])[C:14]([F:19])=[C:15]([F:18])[C:16]=1[F:17], predict the reaction product. The product is: [NH2:20][C:13]1[C:14]([F:19])=[C:15]([F:18])[C:16]([F:17])=[C:11]([F:10])[C:12]=1[NH:21][C:8]([NH:7][C:3]1[C:2]([CH3:1])=[CH:6][S:5][CH:4]=1)=[S:9]. (5) Given the reactants [OH:1][C:2]1[CH:11]=[CH:10][C:5]2[C:6](=[O:9])[CH2:7][O:8][C:4]=2[C:3]=1[CH2:12][N:13]1[CH2:18][CH2:17][N:16]([C:19]([O:21][C:22]([CH3:25])([CH3:24])[CH3:23])=[O:20])[CH2:15][CH2:14]1.[NH:26]1[C:34]2[C:29](=[CH:30][CH:31]=[CH:32][CH:33]=2)[C:28]([CH:35]=O)=[N:27]1.N1CCCCC1, predict the reaction product. The product is: [NH:26]1[C:34]2[C:29](=[CH:30][CH:31]=[CH:32][CH:33]=2)[C:28](/[CH:35]=[C:7]2\[O:8][C:4]3[C:3]([CH2:12][N:13]4[CH2:14][CH2:15][N:16]([C:19]([O:21][C:22]([CH3:25])([CH3:24])[CH3:23])=[O:20])[CH2:17][CH2:18]4)=[C:2]([OH:1])[CH:11]=[CH:10][C:5]=3[C:6]\2=[O:9])=[N:27]1. (6) Given the reactants [CH3:1][C:2]1[CH:7]=[CH:6][N:5]=[C:4]([NH:8][C:9]([NH2:11])=[S:10])[N:3]=1.II.[F:14][C:15]([F:34])([F:33])[CH2:16][C:17]([C:19]1[CH:20]=[N:21][N:22]([CH2:24][C:25]2[CH:30]=[CH:29][C:28]([O:31][CH3:32])=[CH:27][CH:26]=2)[CH:23]=1)=O, predict the reaction product. The product is: [CH3:32][O:31][C:28]1[CH:27]=[CH:26][C:25]([CH2:24][N:22]2[CH:23]=[C:19]([C:17]3[N:11]=[C:9]([NH:8][C:4]4[N:3]=[C:2]([CH3:1])[CH:7]=[CH:6][N:5]=4)[S:10][C:16]=3[C:15]([F:34])([F:14])[F:33])[CH:20]=[N:21]2)=[CH:30][CH:29]=1. (7) Given the reactants [CH:1]1([CH2:4][OH:5])[CH2:3][CH2:2]1.[H-].[Na+].Cl[C:9]1[CH:16]=C[C:12]([C:13]#[N:14])=[CH:11][CH:10]=1.C[N:18](C=O)C, predict the reaction product. The product is: [CH:1]1([CH2:4][O:5][C:12]2[CH:11]=[CH:10][C:9]([C:16]#[N:18])=[N:14][CH:13]=2)[CH2:3][CH2:2]1. (8) Given the reactants [NH2:1][C:2]1[CH:3]=[N:4][N:5]([CH2:7][C:8]([NH:10][C:11]2[CH:16]=[CH:15][CH:14]=[C:13]([F:17])[C:12]=2[F:18])=[O:9])[CH:6]=1.[CH2:19]([O:26][C:27]1[CH:36]=[C:35]2[C:30]([C:31](Cl)=[N:32][CH:33]=[N:34]2)=[CH:29][CH:28]=1)[C:20]1[CH:25]=[CH:24][CH:23]=[CH:22][CH:21]=1.Cl.O1CCOCC1, predict the reaction product. The product is: [CH2:19]([O:26][C:27]1[CH:36]=[C:35]2[C:30]([C:31]([NH:1][C:2]3[CH:3]=[N:4][N:5]([CH2:7][C:8]([NH:10][C:11]4[CH:16]=[CH:15][CH:14]=[C:13]([F:17])[C:12]=4[F:18])=[O:9])[CH:6]=3)=[N:32][CH:33]=[N:34]2)=[CH:29][CH:28]=1)[C:20]1[CH:21]=[CH:22][CH:23]=[CH:24][CH:25]=1. (9) Given the reactants [CH2:1]([O:3][CH:4]([O:10][CH2:11][CH3:12])[C:5]([O:7]CC)=O)[CH3:2].[CH3:13][C:14]1[CH:15]=[C:16]([CH:20]=[CH:21][CH:22]=1)[CH2:17][Mg]Cl.[Cl-].[NH4+], predict the reaction product. The product is: [CH2:11]([O:10][CH:4]([O:3][CH2:1][CH3:2])[C:5](=[O:7])[CH2:13][C:14]1[CH:22]=[CH:21][CH:20]=[C:16]([CH3:17])[CH:15]=1)[CH3:12].